This data is from Forward reaction prediction with 1.9M reactions from USPTO patents (1976-2016). The task is: Predict the product of the given reaction. (1) Given the reactants [NH2:1][CH2:2][CH2:3][CH2:4][NH:5][CH2:6][CH2:7][CH2:8][NH2:9].[OH-:10].[Na+].[C:12]1([CH3:22])[CH:17]=[CH:16][C:15]([S:18](Cl)(=[O:20])=[O:19])=[CH:14][CH:13]=1, predict the reaction product. The product is: [S:18]([NH:1][CH2:2][CH2:3][CH2:4][N:5]([S:18]([C:15]1[CH:16]=[CH:17][C:12]([CH3:22])=[CH:13][CH:14]=1)(=[O:20])=[O:19])[CH2:6][CH2:7][CH2:8][NH:9][S:18]([C:15]1[CH:16]=[CH:17][C:12]([CH3:22])=[CH:13][CH:14]=1)(=[O:19])=[O:10])([C:15]1[CH:16]=[CH:17][C:12]([CH3:22])=[CH:13][CH:14]=1)(=[O:20])=[O:19]. (2) Given the reactants [O:1]=[C:2]1[N:7]([C:8]2[CH:16]=[CH:15][C:11]([C:12]([OH:14])=O)=[CH:10][CH:9]=2)[CH2:6][CH2:5][CH2:4][O:3]1.[CH3:17][C:18]1[C:19]([N:25]2[CH2:30][CH2:29][NH:28][CH2:27][CH2:26]2)=[N:20][CH:21]=[C:22]([CH3:24])[CH:23]=1, predict the reaction product. The product is: [CH3:17][C:18]1[C:19]([N:25]2[CH2:26][CH2:27][N:28]([C:12]([C:11]3[CH:10]=[CH:9][C:8]([N:7]4[CH2:6][CH2:5][CH2:4][O:3][C:2]4=[O:1])=[CH:16][CH:15]=3)=[O:14])[CH2:29][CH2:30]2)=[N:20][CH:21]=[C:22]([CH3:24])[CH:23]=1. (3) Given the reactants C(O[C:6](=[O:28])[NH:7][C@@H:8]([CH2:21][C:22]1[CH:27]=[CH:26][CH:25]=[CH:24][CH:23]=1)[CH:9]([C:11](=[O:20])[NH:12][CH2:13][C:14]1[CH:19]=[CH:18][CH:17]=[CH:16][CH:15]=1)[OH:10])(C)(C)C.FC(F)(F)C(O)=O.C(N(CC)C(C)C)(C)C.[CH3:45][O:46][C:47]1[CH:52]=[CH:51][C:50]([CH2:53][C@H:54]([NH:58][C:59](=[O:71])[C@@H:60]([NH:62][C:63]([C:65]2[CH:69]=[C:68]([CH3:70])[O:67][N:66]=2)=[O:64])[CH3:61])C(O)=O)=[CH:49][CH:48]=1.CN(C(ON1N=NC2C=CC=NC1=2)=[N+](C)C)C.F[P-](F)(F)(F)(F)F, predict the reaction product. The product is: [CH2:21]([C@H:8]([NH:7][C:6]([C@@H:54]([NH:58][C:59]([C@@H:60]([NH:62][C:63]([C:65]1[CH:69]=[C:68]([CH3:70])[O:67][N:66]=1)=[O:64])[CH3:61])=[O:71])[CH2:53][C:50]1[CH:49]=[CH:48][C:47]([O:46][CH3:45])=[CH:52][CH:51]=1)=[O:28])[CH:9]([C:11](=[O:20])[NH:12][CH2:13][C:14]1[CH:15]=[CH:16][CH:17]=[CH:18][CH:19]=1)[OH:10])[C:22]1[CH:23]=[CH:24][CH:25]=[CH:26][CH:27]=1. (4) Given the reactants [CH3:1][C:2]1[S:11][C:5]2[C:6](=[O:10])[NH:7][N:8]=[CH:9][C:4]=2[C:3]=1[CH3:12].C([O-])([O-])=O.[K+].[K+].Br[CH2:20][C:21]([O:23][CH2:24][CH3:25])=[O:22].O, predict the reaction product. The product is: [CH3:1][C:2]1[S:11][C:5]2[C:6](=[O:10])[N:7]([CH2:20][C:21]([O:23][CH2:24][CH3:25])=[O:22])[N:8]=[CH:9][C:4]=2[C:3]=1[CH3:12]. (5) Given the reactants [F:1][C:2]([F:26])([F:25])[C:3]1[N:8]2[N:9]=[CH:10][C:11]([C:12](O)=[O:13])=[C:7]2[N:6]=[C:5]([C:15]2[CH:20]=[CH:19][C:18]([C:21]([F:24])([F:23])[F:22])=[CH:17][CH:16]=2)[CH:4]=1.[N:27]1([S:33]([C:36]2[CH:37]=[C:38]([NH2:42])[CH:39]=[CH:40][CH:41]=2)(=[O:35])=[O:34])[CH2:32][CH2:31][O:30][CH2:29][CH2:28]1, predict the reaction product. The product is: [N:27]1([S:33]([C:36]2[CH:37]=[C:38]([NH:42][C:12]([C:11]3[CH:10]=[N:9][N:8]4[C:3]([C:2]([F:1])([F:26])[F:25])=[CH:4][C:5]([C:15]5[CH:16]=[CH:17][C:18]([C:21]([F:23])([F:24])[F:22])=[CH:19][CH:20]=5)=[N:6][C:7]=34)=[O:13])[CH:39]=[CH:40][CH:41]=2)(=[O:35])=[O:34])[CH2:28][CH2:29][O:30][CH2:31][CH2:32]1. (6) Given the reactants Br[C:2]1[CH:10]=[CH:9][CH:8]=[C:7]2[C:3]=1[CH2:4][N:5]([C:11]([O:13][C@H:14]1[CH2:18][N:17]([C:19]([O:21][C:22]([CH3:25])([CH3:24])[CH3:23])=[O:20])[C@H:16]([C:26]([O:28][CH3:29])=[O:27])[CH2:15]1)=[O:12])[CH2:6]2.[CH:30]([B-](F)(F)F)=[CH2:31].[K+].C(N(CC)CC)C, predict the reaction product. The product is: [CH:30]([C:2]1[CH:10]=[CH:9][CH:8]=[C:7]2[C:3]=1[CH2:4][N:5]([C:11]([O:13][C@H:14]1[CH2:18][N:17]([C:19]([O:21][C:22]([CH3:24])([CH3:25])[CH3:23])=[O:20])[C@H:16]([C:26]([O:28][CH3:29])=[O:27])[CH2:15]1)=[O:12])[CH2:6]2)=[CH2:31]. (7) Given the reactants [O:1]=[C:2]1[C:11]2[C:6](=[CH:7][CH:8]=[CH:9][CH:10]=2)[N:5]=[C:4]([CH2:12][CH2:13][CH2:14][C:15]([OH:17])=O)[NH:3]1.FC(F)(F)C(O)=O.[F:25][C:26]1[CH:31]=[CH:30][CH:29]=[CH:28][C:27]=1[C:32]1[O:33][C:34]([CH:37]2[CH2:42][CH2:41][NH:40][CH2:39][CH2:38]2)=[N:35][N:36]=1, predict the reaction product. The product is: [F:25][C:26]1[CH:31]=[CH:30][CH:29]=[CH:28][C:27]=1[C:32]1[O:33][C:34]([CH:37]2[CH2:42][CH2:41][N:40]([C:15](=[O:17])[CH2:14][CH2:13][CH2:12][C:4]3[NH:3][C:2](=[O:1])[C:11]4[C:6](=[CH:7][CH:8]=[CH:9][CH:10]=4)[N:5]=3)[CH2:39][CH2:38]2)=[N:35][N:36]=1.